From a dataset of Forward reaction prediction with 1.9M reactions from USPTO patents (1976-2016). Predict the product of the given reaction. (1) Given the reactants [Cl:1][C:2]1[CH:7]=[CH:6][C:5]([CH2:8][C:9]([OH:11])=[O:10])=[CH:4][CH:3]=1.[Br:12]N1C(=O)CCC1=O, predict the reaction product. The product is: [Br:12][CH:8]([C:5]1[CH:4]=[CH:3][C:2]([Cl:1])=[CH:7][CH:6]=1)[C:9]([OH:11])=[O:10]. (2) Given the reactants [F:1][C:2]1[CH:3]=[C:4]([NH:21][C:22]([C:24]2[C:25](=[O:45])[N:26]([C:39]3[CH:44]=[CH:43][CH:42]=[CH:41][CH:40]=3)[N:27]([CH2:30][C@H:31]([O:33][C:34](=[O:38])[C@@H:35]([NH2:37])[CH3:36])[CH3:32])[C:28]=2[CH3:29])=[O:23])[CH:5]=[CH:6][C:7]=1[O:8][C:9]1[C:18]2[C:13](=[CH:14][C:15]([O:19][CH3:20])=[CH:16][CH:17]=2)[N:12]=[CH:11][CH:10]=1.O.O.[C:48]([OH:53])(=[O:52])[C:49]([OH:51])=[O:50], predict the reaction product. The product is: [C:48]([OH:53])(=[O:52])[C:49]([OH:51])=[O:50].[F:1][C:2]1[CH:3]=[C:4]([NH:21][C:22]([C:24]2[C:25](=[O:45])[N:26]([C:39]3[CH:40]=[CH:41][CH:42]=[CH:43][CH:44]=3)[N:27]([CH2:30][C@H:31]([O:33][C:34](=[O:38])[C@@H:35]([NH2:37])[CH3:36])[CH3:32])[C:28]=2[CH3:29])=[O:23])[CH:5]=[CH:6][C:7]=1[O:8][C:9]1[C:18]2[C:13](=[CH:14][C:15]([O:19][CH3:20])=[CH:16][CH:17]=2)[N:12]=[CH:11][CH:10]=1. (3) Given the reactants [F:1][C:2]1[C:7]([O:8][C:9]([C:11]2[NH:12][C:13]3[C:18]([CH:19]=2)=[CH:17][C:16]([N+]([O-])=O)=[CH:15][CH:14]=3)=[O:10])=[C:6]([F:23])[C:5]([F:24])=[C:4]([F:25])[C:3]=1[F:26].[N+:27](C1C=C2C(=CC=1)NC(C(O)=O)=C2)([O-:29])=[O:28], predict the reaction product. The product is: [F:1][C:2]1[C:7]([O:8][C:9]([C:11]2[NH:12][C:13]3[C:18]([CH:19]=2)=[CH:17][CH:16]=[C:15]([N+:27]([O-:29])=[O:28])[CH:14]=3)=[O:10])=[C:6]([F:23])[C:5]([F:24])=[C:4]([F:25])[C:3]=1[F:26]. (4) Given the reactants [CH2:1]([O:8][N:9]1[C:18](=[O:19])[C:17]2[C:12](=[C:13]([F:23])[C:14](F)=[C:15]([F:21])[C:16]=2[F:20])[NH:11][C:10]1=[O:24])[C:2]1[CH:7]=[CH:6][CH:5]=[CH:4][CH:3]=1.[NH:25]1[CH2:29][CH2:28][CH2:27][CH2:26]1.[CH2:30](I)[CH3:31].[H-].[Na+], predict the reaction product. The product is: [CH2:1]([O:8][N:9]1[C:18](=[O:19])[C:17]2[C:12](=[C:13]([F:23])[C:14]([N:25]3[CH2:29][CH2:28][CH2:27][CH2:26]3)=[C:15]([F:21])[C:16]=2[F:20])[N:11]([CH2:30][CH3:31])[C:10]1=[O:24])[C:2]1[CH:7]=[CH:6][CH:5]=[CH:4][CH:3]=1. (5) Given the reactants [Br:1][C:2]1[CH:3]=[CH:4][C:5]([OH:11])=[C:6]([C:8](=[O:10])[CH3:9])[CH:7]=1.[CH3:12][O:13][C:14]1[CH:22]=[CH:21][C:17]([C:18](Cl)=[O:19])=[CH:16][CH:15]=1.Cl, predict the reaction product. The product is: [C:8]([C:6]1[CH:7]=[C:2]([Br:1])[CH:3]=[CH:4][C:5]=1[O:11][C:18](=[O:19])[C:17]1[CH:21]=[CH:22][C:14]([O:13][CH3:12])=[CH:15][CH:16]=1)(=[O:10])[CH3:9].